This data is from Forward reaction prediction with 1.9M reactions from USPTO patents (1976-2016). The task is: Predict the product of the given reaction. Given the reactants [OH:1][CH2:2][CH2:3][CH:4]([CH3:20])[CH2:5][C@@H:6]1[CH2:10][N:9]([C@H:11]([C:13]2[CH:18]=[CH:17][CH:16]=[CH:15][CH:14]=2)[CH3:12])[C:8](=[O:19])[CH2:7]1.[H-].[Na+].[CH3:23]I, predict the reaction product. The product is: [CH3:23][O:1][CH2:2][CH2:3][CH:4]([CH3:20])[CH2:5][C@@H:6]1[CH2:10][N:9]([C@H:11]([C:13]2[CH:14]=[CH:15][CH:16]=[CH:17][CH:18]=2)[CH3:12])[C:8](=[O:19])[CH2:7]1.